This data is from Orexin1 receptor HTS with 218,158 compounds and 233 confirmed actives. The task is: Binary Classification. Given a drug SMILES string, predict its activity (active/inactive) in a high-throughput screening assay against a specified biological target. (1) The compound is S(c1n(c(nn1)C(NC(=O)c1ccccc1)C)C)CC(=O)NC=1SCCN1. The result is 0 (inactive). (2) The molecule is Clc1ccc(NC(=O)/C=C2/SC(=O)N(CC(=O)Nc3ccc(cc3)C)C2=O)cc1. The result is 0 (inactive). (3) The compound is S(c1n2c3c(c(=O)n(c2nn1)CC=C)cccc3)c1n(nnn1)c1ccccc1. The result is 0 (inactive). (4) The drug is S(c1n(c(nn1)CNC(=O)c1cc(OC)c(OC)cc1)C)CC(=O)c1ccc(F)cc1. The result is 0 (inactive). (5) The molecule is O=C(NC1CCCC1)CN(c1cc(OC)ccc1)C(=O)CCC(=O)Nc1noc(c1)C. The result is 0 (inactive). (6) The compound is S1(=O)(=O)CC(N(C)C(=O)CSc2n(N)c(nn2)c2cc(OC)c(OC)cc2)CC1. The result is 0 (inactive). (7) The molecule is O(CCCOc1c2ncccc2ccc1)c1c(c(ccc1)C)C. The result is 0 (inactive). (8) The result is 0 (inactive). The compound is O=C(N1CCn2c1nc1c2cccc1)NC(CC(C)C)C(=O)NCCc1cc(OC)c(OC)cc1.